This data is from Forward reaction prediction with 1.9M reactions from USPTO patents (1976-2016). The task is: Predict the product of the given reaction. (1) Given the reactants Cl[C:2]1[CH:7]=[CH:6][N:5]2[N:8]=[CH:9][CH:10]=[C:4]2[N:3]=1.CC1(C)C(C)(C)OB([C:19]2[CH2:24][CH2:23][N:22]([C:25]([O:27][C:28]([CH3:31])([CH3:30])[CH3:29])=[O:26])[CH2:21][CH:20]=2)O1.C(=O)([O-])[O-].[Na+].[Na+].C(Cl)Cl, predict the reaction product. The product is: [N:8]1[N:5]2[CH:6]=[CH:7][C:2]([C:19]3[CH2:24][CH2:23][N:22]([C:25]([O:27][C:28]([CH3:31])([CH3:30])[CH3:29])=[O:26])[CH2:21][CH:20]=3)=[N:3][C:4]2=[CH:10][CH:9]=1. (2) Given the reactants [C:1]([O:5][C:6]([O:8][N:9]([CH2:17][CH2:18][CH:19]([OH:29])[CH2:20][O:21][Si:22]([C:25]([CH3:28])([CH3:27])[CH3:26])([CH3:24])[CH3:23])[C:10](=[O:16])[O:11][C:12]([CH3:15])([CH3:14])[CH3:13])=[O:7])([CH3:4])([CH3:3])[CH3:2].C(Cl)Cl, predict the reaction product. The product is: [C:1]([O:5][C:6]([O:8][N:9]([CH2:17][CH2:18][C:19](=[O:29])[CH2:20][O:21][Si:22]([C:25]([CH3:28])([CH3:27])[CH3:26])([CH3:23])[CH3:24])[C:10](=[O:16])[O:11][C:12]([CH3:14])([CH3:15])[CH3:13])=[O:7])([CH3:2])([CH3:3])[CH3:4]. (3) Given the reactants [CH3:1][O:2][C:3]1[CH:4]=[C:5]2[C:10](=[CH:11][C:12]=1[CH3:13])[C:9](=O)[CH2:8][CH2:7][C:6]2([CH3:16])[CH3:15].[CH:17]([Mg]Cl)([CH3:19])[CH3:18], predict the reaction product. The product is: [CH:17]([C:9]1[C:10]2[C:5](=[CH:4][C:3]([O:2][CH3:1])=[C:12]([CH3:13])[CH:11]=2)[C:6]([CH3:16])([CH3:15])[CH2:7][CH:8]=1)([CH3:19])[CH3:18]. (4) Given the reactants N1CCOCC1.[N:7]1([CH2:12][C:13]([N:15]2[C@H:19]([C:20](=[O:36])[NH:21][C:22]3[CH:27]=[CH:26][C:25]([O:28][C:29]4[CH:34]=[CH:33][C:32]([F:35])=[CH:31][CH:30]=4)=[CH:24][CH:23]=3)[CH2:18][C@H:17]([NH:37]C(=O)OCC3C4C=CC=CC=4C4C3=CC=CC=4)[CH2:16]2)=[O:14])[CH:11]=[N:10][CH:9]=[N:8]1.CN(C=O)C, predict the reaction product. The product is: [N:7]1([CH2:12][C:13]([N:15]2[CH2:16][C@@H:17]([NH2:37])[CH2:18][C@H:19]2[C:20]([NH:21][C:22]2[CH:23]=[CH:24][C:25]([O:28][C:29]3[CH:30]=[CH:31][C:32]([F:35])=[CH:33][CH:34]=3)=[CH:26][CH:27]=2)=[O:36])=[O:14])[CH:11]=[N:10][CH:9]=[N:8]1.